This data is from Full USPTO retrosynthesis dataset with 1.9M reactions from patents (1976-2016). The task is: Predict the reactants needed to synthesize the given product. (1) Given the product [Cl:1][C:2]1[C:7]([C:8]([NH:10][CH2:11][C:12](=[O:14])[CH3:13])=[O:9])=[CH:6][CH:5]=[C:4]([CH3:15])[N:3]=1, predict the reactants needed to synthesize it. The reactants are: [Cl:1][C:2]1[C:7]([C:8]([NH:10][CH2:11][CH:12]([OH:14])[CH3:13])=[O:9])=[CH:6][CH:5]=[C:4]([CH3:15])[N:3]=1.CC(OI1(OC(C)=O)(OC(C)=O)OC(=O)C2C=CC=CC1=2)=O. (2) Given the product [Br:1][C:2]1[CH:3]=[CH:4][C:5]2[O:9][C:8]3[C:10](=[O:12])[NH:11][C:14]([C:15]4[CH:20]=[CH:19][N:18]=[CH:17][C:16]=4[Cl:21])=[N:13][C:7]=3[C:6]=2[CH:23]=1, predict the reactants needed to synthesize it. The reactants are: [Br:1][C:2]1[CH:3]=[CH:4][C:5]2[O:9][C:8]([C:10](=[O:12])[NH2:11])=[C:7]([NH:13][C:14](=O)[C:15]3[CH:20]=[CH:19][N:18]=[CH:17][C:16]=3[Cl:21])[C:6]=2[CH:23]=1.[OH-].[Na+].Cl. (3) Given the product [CH3:68][O:67][N:66]([CH3:65])[C:54]([C:51]1[S:50][C:49]([NH:48][C:46](=[O:47])[CH:45]([C:42]2[CH:41]=[CH:40][C:39]([S:36]([CH3:35])(=[O:38])=[O:37])=[CH:44][CH:43]=2)[CH2:57][CH:58]2[CH2:59][CH2:60][O:61][CH2:62][CH2:63]2)=[N:53][CH:52]=1)=[O:55], predict the reactants needed to synthesize it. The reactants are: CCN(CC)CC.F[P-](F)(F)(F)(F)F.N1(O[P+](N(C)C)(N(C)C)N(C)C)C2C=CC=CC=2N=N1.[CH3:35][S:36]([C:39]1[CH:44]=[CH:43][C:42]([CH:45]([CH2:57][CH:58]2[CH2:63][CH2:62][O:61][CH2:60][CH2:59]2)[C:46]([NH:48][C:49]2[S:50][C:51]([C:54](O)=[O:55])=[CH:52][N:53]=2)=[O:47])=[CH:41][CH:40]=1)(=[O:38])=[O:37].Cl.[CH3:65][NH:66][O:67][CH3:68].